This data is from Reaction yield outcomes from USPTO patents with 853,638 reactions. The task is: Predict the reaction yield, written as a fraction of the theoretical maximum amount of product (1.0 means a 100% yield; for example, 0.34 means a 34% yield). (1) The reactants are C(N1C=CN=C1)(N1C=CN=C1)=O.[C:13]([O:17][C:18]([NH:20][C:21]([CH3:26])([CH3:25])[C:22]([OH:24])=O)=[O:19])([CH3:16])([CH3:15])[CH3:14].C(N(CC)C(C)C)(C)C.[Br:36][C:37]1[C:38]([NH2:44])=[N:39][CH:40]=[C:41]([Br:43])[N:42]=1. The catalyst is CN(C)C=O.ClCCl. The product is [Br:36][C:37]1[C:38]([NH:44][C:22](=[O:24])[C:21]([NH:20][C:18](=[O:19])[O:17][C:13]([CH3:14])([CH3:15])[CH3:16])([CH3:26])[CH3:25])=[N:39][CH:40]=[C:41]([Br:43])[N:42]=1. The yield is 0.370. (2) The reactants are Cl[C:2]1[CH:3]=[CH:4][C:5]2[N:6]([C:8]([CH:11]([F:13])[F:12])=[N:9][N:10]=2)[N:7]=1.[N:14]1([C:20]([O:22][C:23]([CH3:26])([CH3:25])[CH3:24])=[O:21])[CH2:19][CH2:18][NH:17][CH2:16][CH2:15]1.CCN(C(C)C)C(C)C. The catalyst is CN(C=O)C. The product is [F:12][CH:11]([F:13])[C:8]1[N:6]2[N:7]=[C:2]([N:17]3[CH2:16][CH2:15][N:14]([C:20]([O:22][C:23]([CH3:26])([CH3:25])[CH3:24])=[O:21])[CH2:19][CH2:18]3)[CH:3]=[CH:4][C:5]2=[N:10][N:9]=1. The yield is 0.950. (3) The reactants are [C:1]([O:5][C:6](=[O:30])[CH2:7][C@@H:8]([C:15](N1[C@H](C)[C@H](C2C=CC=CC=2)OC1=O)=[O:16])[CH2:9][C@H:10]([CH3:14])[CH2:11][CH2:12][CH3:13])([CH3:4])([CH3:3])[CH3:2].[Li+].[OH-].OO.S(=O)(O)[O-:36].[Na+].S([O-])([O-])=O.[Na+].[Na+]. The catalyst is O.C1COCC1.CCOCC.CCCCCC. The product is [C:1]([O:5][C:6](=[O:30])[CH2:7][C@H:8]([CH2:9][C@H:10]([CH3:14])[CH2:11][CH2:12][CH3:13])[C:15]([OH:16])=[O:36])([CH3:2])([CH3:3])[CH3:4]. The yield is 0.930.